Dataset: Reaction yield outcomes from USPTO patents with 853,638 reactions. Task: Predict the reaction yield, written as a fraction of the theoretical maximum amount of product (1.0 means a 100% yield; for example, 0.34 means a 34% yield). (1) The reactants are [CH2:1]([N:3]([C:21]1[CH:26]=[CH:25][CH:24]=[CH:23][CH:22]=1)[C:4]([C:6]1[C:7](=[O:20])[N:8]([CH3:19])[C:9]2[C:14]([C:15]=1[OH:16])=[C:13]([CH2:17][CH3:18])[CH:12]=[CH:11][CH:10]=2)=[O:5])[CH3:2].[OH-].[Na+].O.C([O-])(=O)C.[Ca+2:34].C([O-])(=O)C. The catalyst is C(O)C.O. The product is [Ca:34].[CH2:1]([N:3]([C:21]1[CH:22]=[CH:23][CH:24]=[CH:25][CH:26]=1)[C:4]([C:6]1[C:7](=[O:20])[N:8]([CH3:19])[C:9]2[C:14]([C:15]=1[OH:16])=[C:13]([CH2:17][CH3:18])[CH:12]=[CH:11][CH:10]=2)=[O:5])[CH3:2]. The yield is 0.980. (2) The reactants are P12(SP3(SP(SP(S3)(S1)=S)(=S)S2)=S)=[S:2].C([O-])([O-])=O.[Na+].[Na+].[Cl:21][C:22]1[CH:27]=[CH:26][C:25]([C:28]2[C:34]3[CH:35]=[C:36]([O:39][CH3:40])[CH:37]=[CH:38][C:33]=3[NH:32][C:31](=O)[C@H:30]([CH2:42][C:43]([O:45][CH3:46])=[O:44])[N:29]=2)=[CH:24][CH:23]=1. The catalyst is ClCCCl. The product is [Cl:21][C:22]1[CH:27]=[CH:26][C:25]([C:28]2[C:34]3[CH:35]=[C:36]([O:39][CH3:40])[CH:37]=[CH:38][C:33]=3[NH:32][C:31](=[S:2])[C@H:30]([CH2:42][C:43]([O:45][CH3:46])=[O:44])[N:29]=2)=[CH:24][CH:23]=1. The yield is 0.980. (3) The reactants are [NH2:1][CH:2]([CH2:15][C:16]1[CH:21]=[CH:20][CH:19]=[CH:18][CH:17]=1)[CH2:3][N:4]1[C:12](=[O:13])[C:11]2[C:6](=[CH:7][CH:8]=[CH:9][CH:10]=2)[C:5]1=[O:14].[CH3:22][O:23][C:24]1[CH:29]=[CH:28][CH:27]=[CH:26][C:25]=1[S:30](Cl)(=[O:32])=[O:31]. The catalyst is N1C=CC=CC=1. The product is [O:14]=[C:5]1[C:6]2[C:11](=[CH:10][CH:9]=[CH:8][CH:7]=2)[C:12](=[O:13])[N:4]1[CH2:3][CH:2]([NH:1][S:30]([C:25]1[CH:26]=[CH:27][CH:28]=[CH:29][C:24]=1[O:23][CH3:22])(=[O:32])=[O:31])[CH2:15][C:16]1[CH:21]=[CH:20][CH:19]=[CH:18][CH:17]=1. The yield is 0.830.